This data is from Reaction yield outcomes from USPTO patents with 853,638 reactions. The task is: Predict the reaction yield, written as a fraction of the theoretical maximum amount of product (1.0 means a 100% yield; for example, 0.34 means a 34% yield). (1) The reactants are [CH:1]1([O:6][C:7]2[CH:8]=[C:9]([CH:15]3[CH2:19][NH:18][C:17](=[O:20])[CH2:16]3)[CH:10]=[CH:11][C:12]=2[O:13][CH3:14])[CH2:5][CH2:4][CH2:3][CH2:2]1.[H-].[Na+].[F:23][C:24]1[C:31]([F:32])=[CH:30][CH:29]=[CH:28][C:25]=1[CH2:26]Br.C(OCC)(=O)C. The catalyst is CN(C)C=O.C1OCCOCCOCCOCCOC1.O1CCCC1. The product is [F:23][C:24]1[C:31]([F:32])=[CH:30][CH:29]=[CH:28][C:25]=1[CH2:26][N:18]1[CH2:19][CH:15]([C:9]2[CH:10]=[CH:11][C:12]([O:13][CH3:14])=[C:7]([O:6][CH:1]3[CH2:2][CH2:3][CH2:4][CH2:5]3)[CH:8]=2)[CH2:16][C:17]1=[O:20]. The yield is 0.700. (2) The reactants are [Cl:1][C:2]1[CH:10]=[C:9]2[C:5]([CH:6]=[C:7]([CH:12]=[CH:13]OC)[N:8]2[CH3:11])=[CH:4][C:3]=1[C:16]#[N:17].Cl.[CH2:19]([NH2:21])[CH3:20].CC(O)=O.[BH-](OC(C)=O)(OC(C)=O)OC(C)=O.[Na+].[CH3:40][C:41]([O:44][C:45](O[C:45]([O:44][C:41]([CH3:43])([CH3:42])[CH3:40])=[O:46])=[O:46])([CH3:43])[CH3:42]. The catalyst is O1CCOCC1.O.CN(C1C=CN=CC=1)C. The product is [Cl:1][C:2]1[CH:10]=[C:9]2[C:5]([CH:6]=[C:7]([CH2:12][CH2:13][N:21]([CH2:19][CH3:20])[C:45](=[O:46])[O:44][C:41]([CH3:43])([CH3:42])[CH3:40])[N:8]2[CH3:11])=[CH:4][C:3]=1[C:16]#[N:17]. The yield is 0.220. (3) The reactants are [H-].[Na+].[Cl:3][C:4]1[C:12]2[NH:11][C:10]3[CH2:13][CH2:14][N:15]([C:18]([O:20][C:21]([CH3:24])([CH3:23])[CH3:22])=[O:19])[CH2:16][CH2:17][C:9]=3[C:8]=2[CH:7]=[CH:6][C:5]=1[Cl:25].Br[CH2:27][CH2:28][O:29][C:30]1[CH:35]=[CH:34][CH:33]=[CH:32][CH:31]=1. The catalyst is CN(C=O)C. The product is [Cl:3][C:4]1[C:12]2[N:11]([CH2:27][CH2:28][O:29][C:30]3[CH:35]=[CH:34][CH:33]=[CH:32][CH:31]=3)[C:10]3[CH2:13][CH2:14][N:15]([C:18]([O:20][C:21]([CH3:22])([CH3:24])[CH3:23])=[O:19])[CH2:16][CH2:17][C:9]=3[C:8]=2[CH:7]=[CH:6][C:5]=1[Cl:25]. The yield is 0.550. (4) The yield is 0.100. The catalyst is C1COCC1.CO. The reactants are [Cl:1][C:2]1[CH:3]=[C:4]([CH:27]=[CH:28][C:29]=1[Cl:30])[CH2:5][NH:6][CH:7]1[CH2:15][C:14]2[C:9](=[CH:10][CH:11]=[C:12]([NH:16][C:17]3[CH:26]=[CH:25][CH:24]=[CH:23][C:18]=3[C:19]([O:21]C)=[O:20])[CH:13]=2)[CH2:8]1.[OH-].[Na+]. The product is [Cl:1][C:2]1[CH:3]=[C:4]([CH:27]=[CH:28][C:29]=1[Cl:30])[CH2:5][NH:6][CH:7]1[CH2:15][C:14]2[C:9](=[CH:10][CH:11]=[C:12]([NH:16][C:17]3[CH:26]=[CH:25][CH:24]=[CH:23][C:18]=3[C:19]([OH:21])=[O:20])[CH:13]=2)[CH2:8]1.